The task is: Predict which catalyst facilitates the given reaction.. This data is from Catalyst prediction with 721,799 reactions and 888 catalyst types from USPTO. Reactant: [NH2:1][C:2]1[C:3]([C:20]2[CH:21]=[N:22][C:23]([O:26][CH3:27])=[CH:24][CH:25]=2)=[N:4][C:5]([C:12]2[CH:17]=[CH:16][C:15]([O:18][CH3:19])=[CH:14][CH:13]=2)=[CH:6][C:7]=1[C:8]([O:10][CH3:11])=[O:9].N([O-])=O.[Na+].[N-:32]=[N+:33]=[N-].[Na+].C(OCC)C. Product: [N:1]([C:2]1[C:3]([C:20]2[CH:21]=[N:22][C:23]([O:26][CH3:27])=[CH:24][CH:25]=2)=[N:4][C:5]([C:12]2[CH:13]=[CH:14][C:15]([O:18][CH3:19])=[CH:16][CH:17]=2)=[CH:6][C:7]=1[C:8]([O:10][CH3:11])=[O:9])=[N+:32]=[N-:33]. The catalyst class is: 55.